Dataset: Catalyst prediction with 721,799 reactions and 888 catalyst types from USPTO. Task: Predict which catalyst facilitates the given reaction. (1) Reactant: [OH:1][CH:2]1[CH2:5][C:4]([C:11]([O:13][CH2:14][CH3:15])=[O:12])([C:6]([O:8][CH2:9][CH3:10])=[O:7])[CH2:3]1.[CH3:16][S:17](Cl)(=[O:19])=[O:18]. Product: [CH3:16][S:17]([O:1][CH:2]1[CH2:5][C:4]([C:6]([O:8][CH2:9][CH3:10])=[O:7])([C:11]([O:13][CH2:14][CH3:15])=[O:12])[CH2:3]1)(=[O:19])=[O:18]. The catalyst class is: 17. (2) Reactant: [C:1]([O:5][C:6](=[O:38])[NH:7][CH2:8][C:9]([NH:11][C:12]1[CH:17]=[C:16]([C:18]2[C:26]3[C:21](=[CH:22][C:23]([F:27])=[CH:24][CH:25]=3)[N:20]([S:28]([C:31]3[CH:36]=[CH:35][CH:34]=[CH:33][CH:32]=3)(=[O:30])=[O:29])[CH:19]=2)[CH:15]=[CH:14][C:13]=1[NH2:37])=O)([CH3:4])([CH3:3])[CH3:2].C([O-])([O-])=O.[Na+].[Na+]. Product: [C:1]([O:5][C:6](=[O:38])[NH:7][CH2:8][C:9]1[NH:11][C:12]2[CH:17]=[C:16]([C:18]3[C:26]4[C:21](=[CH:22][C:23]([F:27])=[CH:24][CH:25]=4)[N:20]([S:28]([C:31]4[CH:36]=[CH:35][CH:34]=[CH:33][CH:32]=4)(=[O:29])=[O:30])[CH:19]=3)[CH:15]=[CH:14][C:13]=2[N:37]=1)([CH3:2])([CH3:4])[CH3:3]. The catalyst class is: 52. (3) Reactant: [CH:1]([C:4]1[CH:5]=[CH:6][CH:7]=[C:8]2[C:12]=1[NH:11][C:10]([CH3:13])=[CH:9]2)([CH3:3])[CH3:2].[CH3:14]N(C=O)C.[H-].[Na+].IC. Product: [CH:1]([C:4]1[CH:5]=[CH:6][CH:7]=[C:8]2[C:12]=1[N:11]([CH3:14])[C:10]([CH3:13])=[CH:9]2)([CH3:3])[CH3:2]. The catalyst class is: 28. (4) Reactant: [CH3:1][O:2][C:3]([C:5]1[CH:6]=[N:7][C:8]([CH:11]=[O:12])=[N:9][CH:10]=1)=[O:4].[NH2:13][C:14]1[CH:15]=[C:16]([CH:19]=[C:20]([CH:23]([CH3:25])[CH3:24])[C:21]=1O)[C:17]#[N:18].ClC1C(=O)C(C#N)=C(C#N)C(=O)C=1Cl. Product: [CH3:1][O:2][C:3]([C:5]1[CH:10]=[N:9][C:8]([C:11]2[O:12][C:21]3[C:20]([CH:23]([CH3:25])[CH3:24])=[CH:19][C:16]([C:17]#[N:18])=[CH:15][C:14]=3[N:13]=2)=[N:7][CH:6]=1)=[O:4]. The catalyst class is: 5. (5) Reactant: [CH3:1][CH:2]([CH2:18][CH2:19][CH:20]=[C:21]([CH3:23])[CH3:22])[CH2:3][CH2:4][O:5][C:6](=[O:17])[CH2:7][CH2:8][CH:9]([OH:16])[CH2:10][CH2:11][CH2:12][CH2:13][CH2:14][CH3:15].N1C=CC=CC=1.[CH2:30]([O:38][C:39](Cl)=[O:40])[CH2:31][C:32]1[CH:37]=[CH:36][CH:35]=[CH:34][CH:33]=1.O. Product: [CH3:1][CH:2]([CH2:18][CH2:19][CH:20]=[C:21]([CH3:23])[CH3:22])[CH2:3][CH2:4][O:5][C:6](=[O:17])[CH2:7][CH2:8][CH:9]([O:16][C:39]([O:38][CH2:30][CH2:31][C:32]1[CH:37]=[CH:36][CH:35]=[CH:34][CH:33]=1)=[O:40])[CH2:10][CH2:11][CH2:12][CH2:13][CH2:14][CH3:15]. The catalyst class is: 7. (6) Reactant: [F:1][C:2]1[C:7]([O:8]C)=[CH:6][CH:5]=[CH:4][C:3]=1[C:10]1[N:15]([CH2:16][CH2:17][C:18]2[CH:23]=[CH:22][CH:21]=[CH:20][CH:19]=2)[C:14](=[O:24])[C:13]([C:25]2[CH:30]=[CH:29][CH:28]=[CH:27][CH:26]=2)=[C:12]([CH3:31])[N:11]=1.B(Br)(Br)Br. Product: [F:1][C:2]1[C:7]([OH:8])=[CH:6][CH:5]=[CH:4][C:3]=1[C:10]1[N:15]([CH2:16][CH2:17][C:18]2[CH:23]=[CH:22][CH:21]=[CH:20][CH:19]=2)[C:14](=[O:24])[C:13]([C:25]2[CH:26]=[CH:27][CH:28]=[CH:29][CH:30]=2)=[C:12]([CH3:31])[N:11]=1. The catalyst class is: 793.